From a dataset of Forward reaction prediction with 1.9M reactions from USPTO patents (1976-2016). Predict the product of the given reaction. (1) Given the reactants [C:1]([N:8]1[CH2:12][CH2:11][C@H:10]([CH2:13]Br)[CH2:9]1)([O:3][C:4]([CH3:7])([CH3:6])[CH3:5])=[O:2].[Cl:15][C:16]1[N:21]=[C:20]2[CH:22]=[CH:23][NH:24][C:19]2=[CH:18][C:17]=1[C:25]1[CH:32]=[CH:31][C:28]([C:29]#[N:30])=[CH:27][CH:26]=1, predict the reaction product. The product is: [Cl:15][C:16]1[N:21]=[C:20]2[CH:22]=[CH:23][N:24]([CH2:13][C@H:10]3[CH2:11][CH2:12][N:8]([C:1]([O:3][C:4]([CH3:7])([CH3:6])[CH3:5])=[O:2])[CH2:9]3)[C:19]2=[CH:18][C:17]=1[C:25]1[CH:32]=[CH:31][C:28]([C:29]#[N:30])=[CH:27][CH:26]=1. (2) Given the reactants I[C:2]1[CH:9]=[CH:8][C:5]([C:6]#[N:7])=[C:4]([C:10]([F:13])([F:12])[F:11])[CH:3]=1.[CH3:14][C:15]1([CH3:23])[C:19](=[O:20])[CH:18]([CH3:21])[NH:17][C:16]1=[O:22].C(=O)([O-])[O-].[Cs+].[Cs+].C1(P(C2C=CC=CC=2)C2C3OC4C(=CC=CC=4P(C4C=CC=CC=4)C4C=CC=CC=4)C(C)(C)C=3C=CC=2)C=CC=CC=1, predict the reaction product. The product is: [F:11][C:10]([F:13])([F:12])[C:4]1[CH:3]=[C:2]([N:17]2[CH:18]([CH3:21])[C:19](=[O:20])[C:15]([CH3:23])([CH3:14])[C:16]2=[O:22])[CH:9]=[CH:8][C:5]=1[C:6]#[N:7].